Dataset: hERG Central: cardiac toxicity at 1µM, 10µM, and general inhibition. Task: Predict hERG channel inhibition at various concentrations. (1) The compound is Cl.O=C(CCN1CCc2ccccc2CC1)c1ccc2c(c1)OCCO2. Results: hERG_inhib (hERG inhibition (general)): blocker. (2) The drug is Clc1ccccc1OCCN1CCC(Cc2ccccc2)CC1.O=C(O)C(=O)O. Results: hERG_inhib (hERG inhibition (general)): blocker.